Dataset: Catalyst prediction with 721,799 reactions and 888 catalyst types from USPTO. Task: Predict which catalyst facilitates the given reaction. (1) Reactant: [OH:1][B:2]1[C:6]2[CH:7]=[C:8]([O:11][C:12]3[CH:19]=[CH:18][C:15]([C:16]#[N:17])=[CH:14][N:13]=3)[CH:9]=[CH:10][C:5]=2[CH2:4][O:3]1.[O:20]1CCOCC1.[OH-].[Na+].Cl. Product: [OH:1][B:2]1[C:6]2[CH:7]=[C:8]([O:11][C:12]3[CH:19]=[CH:18][C:15]([C:16]([NH2:17])=[O:20])=[CH:14][N:13]=3)[CH:9]=[CH:10][C:5]=2[CH2:4][O:3]1. The catalyst class is: 5. (2) Reactant: C(O)[C:2](N)([CH2:5][OH:6])[CH2:3][OH:4].Cl.C(SCCNC(=O)CCNC(=O)[C@H](O)C(C)(C)COP(O)(=O)OP(O)(=O)OC[C@H]1O[C@@H](N2C3N=CN=C(N)C=3N=C2)[C@H](O)[C@@H]1OP(O)(O)=O)(=[O:18])CCCCCCC.[CH3:67][CH2:68][CH2:69][CH2:70][CH2:71][CH2:72][CH2:73][C:74]([O:76][CH2:77][C@H:78]([NH:285][C:286]([CH2:288][NH:289][C:290]([C@@H:292]([NH2:300])[CH2:293][CH2:294][CH2:295][NH:296][C:297]([NH2:299])=[NH:298])=[O:291])=[O:287])[C:79]([NH:81][C@H:82]([C:85]([NH:87][C@H:88]([C:96]([NH:98][C@H:99]([C:104]([NH:106][C@H:107]([C:110]([N:112]1[C@H:116]([C:117]([NH:119][C@H:120]([C:126]([NH:128][C@H:129]([C:136]([NH:138][C@H:139]([C:145]([NH:147][C@H:148]([C:154]([NH:156][C@H:157]([C:159]([NH:161][C@H:162]([C:168]([NH:170][C@H:171]([C:177]([NH:179][C@H:180]([C:188]([NH:190][C@H:191]([C:197]([NH:199][C@H:200]([C:206]([NH:208][C@H:209]([C:212]([NH:214][C@H:215]([C:221]([NH:223][C@H:224]([C:230]([N:232]2[C@H:236]([C:237]([N:239]3[C@H:243]([C:244]([NH:246][C@H:247]([C:249]([NH:251][C@H:252]([C:258]([NH:260][C@H:261]([C:266]([NH:268][C@H:269]([C:275]([N:277]4[C@H:281]([C:282]([OH:284])=[O:283])[CH2:280][CH2:279][CH2:278]4)=[O:276])[CH2:270][CH2:271][C:272]([NH2:274])=[O:273])=[O:267])[CH2:262][CH:263]([CH3:265])[CH3:264])=[O:259])[CH2:253][CH2:254][CH2:255][CH2:256][NH2:257])=[O:250])[CH3:248])=[O:245])[CH2:242][CH2:241][CH2:240]3)=[O:238])[CH2:235][CH2:234][CH2:233]2)=[O:231])[CH2:225][CH2:226][CH2:227][CH2:228][NH2:229])=[O:222])[CH2:216][CH2:217][CH2:218][CH2:219][NH2:220])=[O:213])[CH2:210][OH:211])=[O:207])[CH2:201][CH2:202][C:203]([OH:205])=[O:204])=[O:198])[CH2:192][CH2:193][CH2:194][CH2:195][NH2:196])=[O:189])[CH2:181][CH2:182][CH2:183][NH:184][C:185]([NH2:187])=[NH:186])=[O:178])[CH2:172][CH2:173][C:174]([NH2:176])=[O:175])=[O:169])[CH2:163][CH2:164][C:165]([NH2:167])=[O:166])=[O:160])[CH3:158])=[O:155])[CH2:149][CH2:150][CH2:151][CH2:152][NH2:153])=[O:146])[CH2:140][CH2:141][C:142]([NH2:144])=[O:143])=[O:137])[CH2:130][C:131]2[NH:135][CH:134]=[N:133][CH:132]=2)=[O:127])[CH2:121][CH2:122][C:123]([OH:125])=[O:124])=[O:118])[CH2:115][CH2:114][CH2:113]1)=[O:111])[CH2:108][OH:109])=[O:105])[CH2:100][CH:101]([CH3:103])[CH3:102])=[O:97])[CH2:89][C:90]1[CH:91]=[CH:92][CH:93]=[CH:94][CH:95]=1)=[O:86])[CH2:83][OH:84])=[O:80])=[O:75].[OH:301][C:302](CCCC[C@H]1[C@@H]2[C@@H](NC(N2)=O)CS1)=[O:303]. Product: [C:74]([O-:76])(=[O:75])[CH2:73][C:5]([CH2:2][C:3]([O-:4])=[O:18])([C:302]([O-:303])=[O:301])[OH:6].[CH3:67][CH2:68][CH2:69][CH2:70][CH2:71][CH2:72][CH2:73][C:74]([O:76][CH2:77][C@H:78]([NH:285][C:286]([CH2:288][NH:289][C:290]([C@@H:292]([NH2:300])[CH2:293][CH2:294][CH2:295][NH:296][C:297]([NH2:299])=[NH:298])=[O:291])=[O:287])[C:79]([NH:81][C@H:82]([C:85]([NH:87][C@H:88]([C:96]([NH:98][C@H:99]([C:104]([NH:106][C@H:107]([C:110]([N:112]1[C@H:116]([C:117]([NH:119][C@H:120]([C:126]([NH:128][C@H:129]([C:136]([NH:138][C@H:139]([C:145]([NH:147][C@H:148]([C:154]([NH:156][C@H:157]([C:159]([NH:161][C@H:162]([C:168]([NH:170][C@H:171]([C:177]([NH:179][C@H:180]([C:188]([NH:190][C@H:191]([C:197]([NH:199][C@H:200]([C:206]([NH:208][C@H:209]([C:212]([NH:214][C@H:215]([C:221]([NH:223][C@H:224]([C:230]([N:232]2[C@H:236]([C:237]([N:239]3[C@H:243]([C:244]([NH:246][C@H:247]([C:249]([NH:251][C@H:252]([C:258]([NH:260][C@H:261]([C:266]([NH:268][C@H:269]([C:275]([N:277]4[C@H:281]([C:282]([OH:284])=[O:283])[CH2:280][CH2:279][CH2:278]4)=[O:276])[CH2:270][CH2:271][C:272]([NH2:274])=[O:273])=[O:267])[CH2:262][CH:263]([CH3:264])[CH3:265])=[O:259])[CH2:253][CH2:254][CH2:255][CH2:256][NH2:257])=[O:250])[CH3:248])=[O:245])[CH2:242][CH2:241][CH2:240]3)=[O:238])[CH2:235][CH2:234][CH2:233]2)=[O:231])[CH2:225][CH2:226][CH2:227][CH2:228][NH2:229])=[O:222])[CH2:216][CH2:217][CH2:218][CH2:219][NH2:220])=[O:213])[CH2:210][OH:211])=[O:207])[CH2:201][CH2:202][C:203]([OH:205])=[O:204])=[O:198])[CH2:192][CH2:193][CH2:194][CH2:195][NH2:196])=[O:189])[CH2:181][CH2:182][CH2:183][NH:184][C:185]([NH2:187])=[NH:186])=[O:178])[CH2:172][CH2:173][C:174]([NH2:176])=[O:175])=[O:169])[CH2:163][CH2:164][C:165]([NH2:167])=[O:166])=[O:160])[CH3:158])=[O:155])[CH2:149][CH2:150][CH2:151][CH2:152][NH2:153])=[O:146])[CH2:140][CH2:141][C:142]([NH2:144])=[O:143])=[O:137])[CH2:130][C:131]2[NH:135][CH:134]=[N:133][CH:132]=2)=[O:127])[CH2:121][CH2:122][C:123]([OH:125])=[O:124])=[O:118])[CH2:115][CH2:114][CH2:113]1)=[O:111])[CH2:108][OH:109])=[O:105])[CH2:100][CH:101]([CH3:103])[CH3:102])=[O:97])[CH2:89][C:90]1[CH:91]=[CH:92][CH:93]=[CH:94][CH:95]=1)=[O:86])[CH2:83][OH:84])=[O:80])=[O:75]. The catalyst class is: 16. (3) Reactant: [NH2:1][C:2]1[CH:17]=[C:16]([Cl:18])[CH:15]=[CH:14][C:3]=1[O:4][C:5]1[CH:6]=[C:7]([CH:11](O)[CH3:12])[CH:8]=[CH:9][CH:10]=1.C1(P([N:33]=[N+:34]=[N-:35])(C2C=CC=CC=2)=O)C=CC=CC=1.O. Product: [N:33]([CH:11]([C:7]1[CH:6]=[C:5]([CH:10]=[CH:9][CH:8]=1)[O:4][C:3]1[CH:14]=[CH:15][C:16]([Cl:18])=[CH:17][C:2]=1[NH2:1])[CH3:12])=[N+:34]=[N-:35]. The catalyst class is: 11. (4) Reactant: Br.[NH2:2][C:3]1[S:4][C:5]([CH2:15][CH2:16]Br)=[C:6]([C:8]2[CH:13]=[CH:12][C:11]([F:14])=[CH:10][CH:9]=2)[N:7]=1.[F:18][C:19]1[CH:33]=[CH:32][C:22]2[N:23]([CH:26]3[CH2:31][CH2:30][NH:29][CH2:28][CH2:27]3)[N:24]=[N:25][C:21]=2[CH:20]=1.C(N(C(C)C)CC)(C)C.CO. Product: [NH2:2][C:3]1[S:4][C:5]([CH2:15][CH2:16][N:29]2[CH2:28][CH2:27][CH:26]([N:23]3[C:22]4[CH:32]=[CH:33][C:19]([F:18])=[CH:20][C:21]=4[N:25]=[N:24]3)[CH2:31][CH2:30]2)=[C:6]([C:8]2[CH:13]=[CH:12][C:11]([F:14])=[CH:10][CH:9]=2)[N:7]=1. The catalyst class is: 8. (5) Reactant: Cl[C:2]1[S:6][N:5]=[C:4]([C:7]2[CH:16]=[CH:15][C:14]3[C:9](=[CH:10][CH:11]=[CH:12][CH:13]=3)[N:8]=2)[N:3]=1.[N:17]1([C:23]([O:25][C:26]([CH3:29])([CH3:28])[CH3:27])=[O:24])[CH2:22][CH2:21][NH:20][CH2:19][CH2:18]1. Product: [N:8]1[C:9]2[C:14](=[CH:13][CH:12]=[CH:11][CH:10]=2)[CH:15]=[CH:16][C:7]=1[C:4]1[N:3]=[C:2]([N:20]2[CH2:19][CH2:18][N:17]([C:23]([O:25][C:26]([CH3:29])([CH3:28])[CH3:27])=[O:24])[CH2:22][CH2:21]2)[S:6][N:5]=1. The catalyst class is: 20. (6) Reactant: [CH3:1][O:2][CH2:3][CH2:4][O:5][C:6]1[CH:7]=[C:8]([C:16]2[C:17]([CH2:28][OH:29])=[N:18][N:19]([CH:22]3[CH2:27][CH2:26][CH2:25][CH2:24][O:23]3)[C:20]=2[CH3:21])[CH:9]=[C:10]([C:12]([F:15])([F:14])[F:13])[CH:11]=1. Product: [CH3:1][O:2][CH2:3][CH2:4][O:5][C:6]1[CH:7]=[C:8]([C:16]2[C:17]([CH:28]=[O:29])=[N:18][N:19]([CH:22]3[CH2:27][CH2:26][CH2:25][CH2:24][O:23]3)[C:20]=2[CH3:21])[CH:9]=[C:10]([C:12]([F:13])([F:15])[F:14])[CH:11]=1. The catalyst class is: 704. (7) Reactant: [Cl:1][C:2]1[C:3](Cl)=[N:4][CH:5]=[C:6]([CH:10]=1)[C:7]([OH:9])=[O:8].[Cl:12][C:13]1[CH:19]=[CH:18][C:16]([NH2:17])=[CH:15][CH:14]=1.C(OCC)(=O)C. Product: [Cl:1][C:2]1[C:3]([NH:17][C:16]2[CH:18]=[CH:19][C:13]([Cl:12])=[CH:14][CH:15]=2)=[N:4][CH:5]=[C:6]([CH:10]=1)[C:7]([OH:9])=[O:8]. The catalyst class is: 15.